This data is from Full USPTO retrosynthesis dataset with 1.9M reactions from patents (1976-2016). The task is: Predict the reactants needed to synthesize the given product. (1) Given the product [C:3]([C:5]1[CH:6]=[CH:7][C:8]2[O:12][C:11]([C:13]3[CH:14]=[CH:15][C:16]([C:17]([OH:19])=[O:18])=[CH:21][CH:22]=3)=[N:10][C:9]=2[CH:23]=1)#[N:4], predict the reactants needed to synthesize it. The reactants are: [OH-].[Na+].[C:3]([C:5]1[CH:6]=[CH:7][C:8]2[O:12][C:11]([C:13]3[CH:22]=[CH:21][C:16]([C:17]([O:19]C)=[O:18])=[CH:15][CH:14]=3)=[N:10][C:9]=2[CH:23]=1)#[N:4]. (2) Given the product [CH3:112][O:111][C:110]1[C:81]([O:80][CH2:79][C:41]2[CH:40]=[C:39]([C:37]3[N:36]=[N:35][N:34]([CH2:33][CH2:32][O:31][CH2:30][CH2:29][O:28][CH2:27][CH2:26][O:25][CH2:24][CH2:23][NH:22][C:21](=[O:113])[CH2:20][CH2:19][CH2:18][CH2:17][CH2:16][N:11]4[C:10](=[O:9])[CH:14]=[CH:13][C:12]4=[O:15])[CH:38]=3)[CH:44]=[C:43]([CH2:45][O:46][C:47]3[C:76]([O:77][CH3:78])=[CH:75][C:50]4[C:51](=[O:74])[N:52]5[CH2:72][C:71](=[CH2:73])[CH2:70][C@H:53]5[CH:54]=[N:55][C:49]=4[CH:48]=3)[CH:42]=2)=[CH:82][C:83]2[N:89]=[CH:88][C@@H:87]3[CH2:104][C:105](=[CH2:107])[CH2:106][N:86]3[C:85](=[O:108])[C:84]=2[CH:109]=1, predict the reactants needed to synthesize it. The reactants are: C(O)(C(F)(F)F)=O.O.[O:9]=[C:10]1[CH:14]=[CH:13][C:12](=[O:15])[N:11]1[CH2:16][CH2:17][CH2:18][CH2:19][CH2:20][C:21](=[O:113])[NH:22][CH2:23][CH2:24][O:25][CH2:26][CH2:27][O:28][CH2:29][CH2:30][O:31][CH2:32][CH2:33][N:34]1[CH:38]=[C:37]([C:39]2[CH:40]=[C:41]([CH2:79][O:80][C:81]3[C:110]([O:111][CH3:112])=[CH:109][C:84]4[C:85](=[O:108])[N:86]5[CH2:106][C:105](=[CH2:107])[CH2:104][C@H:87]5[C@H:88](OC5CCCCO5)[N:89](C(OC(C)(C)C)=O)[C:83]=4[CH:82]=3)[CH:42]=[C:43]([CH2:45][O:46][C:47]3[C:76]([O:77][CH3:78])=[CH:75][C:50]4[C:51](=[O:74])[N:52]5[CH2:72][C:71](=[CH2:73])[CH2:70][C@H:53]5[C@H:54](OC5CCCCO5)[N:55](C(OC(C)(C)C)=O)[C:49]=4[CH:48]=3)[CH:44]=2)[N:36]=[N:35]1. (3) Given the product [CH3:24][S:23][C:19]1[C:18]([NH:26][C:28](=[O:29])[CH3:11])=[C:17]([CH:22]=[CH:21][CH:20]=1)[CH:10]=[CH:5][C:6]([O:8][CH3:9])=[O:7], predict the reactants needed to synthesize it. The reactants are: C(N[C:5](=[CH2:10])[C:6]([O:8][CH3:9])=[O:7])(=O)C.[C:11](=O)([O-])O.[Na+].I[C:17]1[CH:18]=[C:19]([S:23][CH3:24])[CH:20]=[CH:21][CH:22]=1.C[N:26]([CH:28]=[O:29])C. (4) The reactants are: CC(C)(C(=O)[N:6]1[CH:11]2[CH2:12][CH2:13][CH:7]1[CH2:8][N:9]([C:14]1[C:15]3[CH:22]=[CH:21][NH:20][C:16]=3[N:17]=[CH:18][N:19]=1)[CH2:10]2)C#N.C(N(CC)CC)C.[CH3:32][C:33]([S:36](Cl)=[O:37])([CH3:35])[CH3:34]. Given the product [CH3:32][C:33]([S:36]([N:6]1[CH2:7][CH2:8][N:9]([C:14]2[C:15]3[CH:22]=[CH:21][NH:20][C:16]=3[N:17]=[CH:18][N:19]=2)[CH2:10][C:11]21[CH2:12][CH2:13]2)=[O:37])([CH3:35])[CH3:34], predict the reactants needed to synthesize it. (5) Given the product [C:43]([C:16]1[C:17]2[N:18]([CH3:42])[C:19](=[O:41])[N:20]([CH2:30][C:31]3[N:32]=[CH:33][CH:34]=[CH:35][C:36]=3[C:37]([O:39][CH3:40])=[O:38])[C:21](=[O:29])[C:22]=2[N:23]([CH2:24][CH:25]=[C:26]([CH3:27])[CH3:28])[C:15]=1[N:11]1[CH2:12][CH2:13][CH2:14][NH:8][CH2:9][CH2:10]1)#[N:44], predict the reactants needed to synthesize it. The reactants are: C(OC([N:8]1[CH2:14][CH2:13][CH2:12][N:11]([C:15]2[N:23]([CH2:24][CH:25]=[C:26]([CH3:28])[CH3:27])[C:22]3[C:21](=[O:29])[N:20]([CH2:30][C:31]4[C:36]([C:37]([O:39][CH3:40])=[O:38])=[CH:35][CH:34]=[CH:33][N:32]=4)[C:19](=[O:41])[N:18]([CH3:42])[C:17]=3[C:16]=2[C:43]#[N:44])[CH2:10][CH2:9]1)=O)(C)(C)C.FC(F)(F)C(O)=O. (6) Given the product [CH3:51][O:52][C:53]1[CH:54]=[CH:55][C:56]([CH2:57][NH:58][C:59]([C:61]2[S:72][C:64]3[N:65]([CH3:71])[C:66](=[O:70])[N:67]([CH2:19][C:20]4[CH:25]=[CH:24][C:23]([F:26])=[CH:22][CH:21]=4)[C:68](=[O:69])[C:63]=3[CH:62]=2)=[O:60])=[CH:73][CH:74]=1, predict the reactants needed to synthesize it. The reactants are: BrCC1C=CC(S(N2CCOCC2)(=O)=O)=CC=1.Br[CH2:19][C:20]1[CH:25]=[CH:24][C:23]([F:26])=[CH:22][CH:21]=1.COC1C=C(C=CC=1)CNC(C1SC2N(C)C(=O)NC(=O)C=2C=1)=O.[CH3:51][O:52][C:53]1[CH:74]=[CH:73][C:56]([CH2:57][NH:58][C:59]([C:61]2[S:72][C:64]3[N:65]([CH3:71])[C:66](=[O:70])[NH:67][C:68](=[O:69])[C:63]=3[CH:62]=2)=[O:60])=[CH:55][CH:54]=1.